Dataset: Forward reaction prediction with 1.9M reactions from USPTO patents (1976-2016). Task: Predict the product of the given reaction. (1) Given the reactants [CH2:1]([N:8]1[CH2:12][CH2:11][CH:10](NC)[CH2:9]1)[C:2]1[CH:7]=[CH:6][CH:5]=[CH:4][CH:3]=1.[F:15][C:16]([F:27])([F:26])[C:17](O[C:17](=[O:18])[C:16]([F:27])([F:26])[F:15])=[O:18].[CH2:28]([N:30](CC)CC)C, predict the reaction product. The product is: [CH2:1]([N:8]1[CH2:12][CH2:11][CH:10]([CH2:28][NH:30][C:17](=[O:18])[C:16]([F:27])([F:26])[F:15])[CH2:9]1)[C:2]1[CH:3]=[CH:4][CH:5]=[CH:6][CH:7]=1. (2) Given the reactants [CH3:1][O:2][C:3](=[O:10])[CH2:4][CH2:5][CH2:6][C:7](Cl)=[O:8].[CH2:11]([O:13][C:14](=[O:58])[CH2:15][CH2:16][CH2:17][CH2:18][CH2:19][NH:20][C:21]([NH:23][C:24]1[CH:29]=[C:28]([CH3:30])[C:27]([C:31]2[CH:36]=[CH:35][CH:34]=[C:33]([S:37]([C:40]3[CH:44]=[C:43]([C:45]([NH:47][C:48]([O:50][C:51]([CH3:54])([CH3:53])[CH3:52])=[O:49])=[NH:46])[S:42][C:41]=3[S:55][CH3:56])(=[O:39])=[O:38])[CH:32]=2)=[C:26]([NH2:57])[CH:25]=1)=[O:22])[CH3:12].C(N(CC)CC)C, predict the reaction product. The product is: [CH2:11]([O:13][C:14](=[O:58])[CH2:15][CH2:16][CH2:17][CH2:18][CH2:19][NH:20][C:21]([NH:23][C:24]1[CH:29]=[C:28]([CH3:30])[C:27]([C:31]2[CH:36]=[CH:35][CH:34]=[C:33]([S:37]([C:40]3[CH:44]=[C:43]([C:45]([NH:47][C:48]([O:50][C:51]([CH3:52])([CH3:53])[CH3:54])=[O:49])=[NH:46])[S:42][C:41]=3[S:55][CH3:56])(=[O:39])=[O:38])[CH:32]=2)=[C:26]([NH:57][C:7](=[O:8])[CH2:6][CH2:5][CH2:4][C:3]([O:2][CH3:1])=[O:10])[CH:25]=1)=[O:22])[CH3:12]. (3) Given the reactants [Br:1][C:2]1[CH:11]=[C:10]2[C:5]([CH:6]=[CH:7][N:8]=[C:9]2[OH:12])=[CH:4][CH:3]=1.[C:13]([C:15]1[CH:16]=[C:17]([CH:20]=[CH:21][CH:22]=1)[CH2:18]Br)#[N:14].C(=O)([O-])[O-].[Cs+].[Cs+], predict the reaction product. The product is: [Br:1][C:2]1[CH:11]=[C:10]2[C:5]([CH:6]=[CH:7][N:8]([CH2:18][C:17]3[CH:16]=[C:15]([CH:22]=[CH:21][CH:20]=3)[C:13]#[N:14])[C:9]2=[O:12])=[CH:4][CH:3]=1. (4) The product is: [CH2:14]([C:11]1[O:10][C:9]([CH2:8][S:7][C:4]2[S:3][C:2]([NH:1][C:16](=[O:23])[C:17]3[CH:22]=[CH:21][CH:20]=[CH:19][CH:18]=3)=[N:6][CH:5]=2)=[N:13][CH:12]=1)[CH3:15]. Given the reactants [NH2:1][C:2]1[S:3][C:4]([S:7][CH2:8][C:9]2[O:10][C:11]([CH2:14][CH3:15])=[CH:12][N:13]=2)=[CH:5][N:6]=1.[C:16](Cl)(=[O:23])[C:17]1[CH:22]=[CH:21][CH:20]=[CH:19][CH:18]=1.C(N(CC)CC)C, predict the reaction product. (5) Given the reactants [OH:1][C:2]1[CH:3]=[CH:4][C:5]2[S:16][C:9]3[C:10](=[O:15])[NH:11][CH2:12][CH2:13][S:14][C:8]=3[C:6]=2[CH:7]=1.[C:17]([O-])([O-])=O.[K+].[K+].CI, predict the reaction product. The product is: [CH3:17][O:1][C:2]1[CH:3]=[CH:4][C:5]2[S:16][C:9]3[C:10](=[O:15])[NH:11][CH2:12][CH2:13][S:14][C:8]=3[C:6]=2[CH:7]=1. (6) Given the reactants [Cl:1][C:2]1[CH:3]=[C:4]([N:9]=[CH:10][C:11]2[CH:16]=[C:15]([O:17][CH3:18])[N:14]=[CH:13][C:12]=2[OH:19])[CH:5]=[CH:6][C:7]=1[F:8].[Si]([C:24]#[N:25])(C)(C)C, predict the reaction product. The product is: [Cl:1][C:2]1[CH:3]=[C:4]([NH:9][C:10]2[C:11]3[C:12](=[CH:13][N:14]=[C:15]([O:17][CH3:18])[CH:16]=3)[O:19][C:24]=2[NH2:25])[CH:5]=[CH:6][C:7]=1[F:8]. (7) Given the reactants [C:1]1([C:7]2[C:11]3[CH:12]=[CH:13][C:14]([O:16][CH:17]([CH2:21][CH2:22][CH3:23])[CH2:18][CH2:19][OH:20])=[CH:15][C:10]=3[O:9][CH:8]=2)[CH:6]=[CH:5][CH:4]=[CH:3][CH:2]=1.[CH3:24][S:25](Cl)(=[O:27])=[O:26], predict the reaction product. The product is: [C:1]1([C:7]2[C:11]3[CH:12]=[CH:13][C:14]([O:16][CH:17]([CH2:21][CH2:22][CH3:23])[CH2:18][CH2:19][O:20][S:25]([CH3:24])(=[O:27])=[O:26])=[CH:15][C:10]=3[O:9][CH:8]=2)[CH:2]=[CH:3][CH:4]=[CH:5][CH:6]=1. (8) Given the reactants [F:1][C:2]1[CH:3]=[C:4]([C:8](=O)[CH2:9][CH2:10][CH2:11][CH2:12][N:13]2[CH2:18][CH2:17][CH:16]([C:19]3[CH:20]=[C:21]([NH:25][C:26](=[O:30])[CH:27]([CH3:29])[CH3:28])[CH:22]=[CH:23][CH:24]=3)[CH2:15][CH2:14]2)[CH:5]=[CH:6][CH:7]=1.Cl.[F:33][C:34]([F:45])([F:44])[O:35][C:36]1[CH:41]=[CH:40][C:39]([NH:42]N)=[CH:38][CH:37]=1, predict the reaction product. The product is: [F:1][C:2]1[CH:3]=[C:4]([C:8]2[NH:42][C:39]3[C:40]([C:9]=2[CH2:10][CH2:11][CH2:12][N:13]2[CH2:14][CH2:15][CH:16]([C:19]4[CH:20]=[C:21]([NH:25][C:26](=[O:30])[CH:27]([CH3:28])[CH3:29])[CH:22]=[CH:23][CH:24]=4)[CH2:17][CH2:18]2)=[CH:41][C:36]([O:35][C:34]([F:33])([F:44])[F:45])=[CH:37][CH:38]=3)[CH:5]=[CH:6][CH:7]=1. (9) The product is: [Cl:66][C:60]1[CH:61]=[C:62]([F:65])[CH:63]=[CH:64][C:59]=1[CH2:58][N:40]1[CH2:41][CH2:42][CH2:43][C@H:38]([CH2:37][O:36][C:26]2[C:25]([CH:22]3[CH2:24][CH2:23]3)=[CH:34][C:29]([C:30]([O:32][CH3:33])=[O:31])=[C:28]([F:35])[CH:27]=2)[CH2:39]1. Given the reactants C1(C2C(O[C@@H]3CCCNC3)=CC(F)=C(C=2)C(OC)=O)CC1.[CH:22]1([C:25]2[C:26]([O:36][CH2:37][C@H:38]3[CH2:43][CH2:42][CH2:41][NH:40][CH2:39]3)=[CH:27][C:28]([F:35])=[C:29]([CH:34]=2)[C:30]([O:32][CH3:33])=[O:31])[CH2:24][CH2:23]1.BrCC1C=CC(F)=CC=1C(F)(F)F.Br[CH2:58][C:59]1[CH:64]=[CH:63][C:62]([F:65])=[CH:61][C:60]=1[Cl:66], predict the reaction product.